From a dataset of Full USPTO retrosynthesis dataset with 1.9M reactions from patents (1976-2016). Predict the reactants needed to synthesize the given product. (1) Given the product [N+:1]([C:4]1[CH:13]=[CH:12][CH:11]=[C:10]2[C:5]=1[CH:6]=[CH:7][CH:8]=[N+:9]2[O-:18])([O-:3])=[O:2], predict the reactants needed to synthesize it. The reactants are: [N+:1]([C:4]1[CH:13]=[CH:12][CH:11]=[C:10]2[C:5]=1[CH:6]=[CH:7][CH:8]=[N:9]2)([O-:3])=[O:2].[Na+].[Cl-].C(O)(=[O:18])C. (2) Given the product [Cl:12][CH:2]1[CH:6]=[C:5]([CH3:7])[C:4](=[O:8])[N:3]1[CH2:9][C:10]#[CH:11], predict the reactants needed to synthesize it. The reactants are: O[CH:2]1[CH:6]=[C:5]([CH3:7])[C:4](=[O:8])[N:3]1[CH2:9][C:10]#[CH:11].[Cl:12]C(N(C)C)=C(C)C.CN(C)C(=O)C(C)C. (3) Given the product [CH3:1][S:2]([C:5]1[CH:6]=[CH:7][C:8]([C@@H:11]([OH:21])[C@H:12]([NH:15][C:16]([CH:18]([Cl:20])[Cl:19])=[O:17])[CH2:13][F:14])=[CH:9][CH:10]=1)(=[O:4])=[O:3].[C:25]([O-:27])(=[O:26])[C:24]1[C:23](=[CH:31][CH:30]=[CH:29][CH:28]=1)[C:22]([O-:32])=[O:40], predict the reactants needed to synthesize it. The reactants are: [CH3:1][S:2]([C:5]1[CH:6]=[CH:7][C:8]([C@@H:11]([OH:21])[C@H:12]([NH:15][C:16]([CH:18]([Cl:20])[Cl:19])=[O:17])[CH2:13][F:14])=[CH:9][CH:10]=1)(=[O:4])=[O:3].[C:22]1(=[O:32])[O:27][C:25](=[O:26])[C:24]2=[CH:28][CH:29]=[CH:30][CH:31]=[C:23]12.C(N(CC)CC)C.[OH2:40]. (4) Given the product [Cl:1][C:2]1[CH:3]=[C:4]([C:8]2[N:13]=[C:12]([O:14][C:15]3[CH:20]=[CH:19][C:18]([CH2:21][CH2:22][OH:23])=[CH:17][CH:16]=3)[CH:11]=[C:10]([CH2:26][CH3:27])[N:9]=2)[CH:5]=[CH:6][CH:7]=1, predict the reactants needed to synthesize it. The reactants are: [Cl:1][C:2]1[CH:3]=[C:4]([C:8]2[N:13]=[C:12]([O:14][C:15]3[CH:20]=[CH:19][C:18]([CH2:21][C:22](OC)=[O:23])=[CH:17][CH:16]=3)[CH:11]=[C:10]([CH2:26][CH3:27])[N:9]=2)[CH:5]=[CH:6][CH:7]=1.S(C)C. (5) Given the product [N:12]1[CH:11]=[CH:10][CH:9]=[N:8][C:7]=1[N:1]1[CH2:6][CH2:5][N:4]([C:23]([C:22]2[CH:26]=[CH:27][CH:28]=[C:20]([C:17]3[N:16]=[C:15]([C:14]([F:29])([F:13])[F:30])[O:19][N:18]=3)[CH:21]=2)=[O:24])[CH2:3][CH2:2]1, predict the reactants needed to synthesize it. The reactants are: [N:1]1([C:7]2[N:12]=[CH:11][CH:10]=[CH:9][N:8]=2)[CH2:6][CH2:5][NH:4][CH2:3][CH2:2]1.[F:13][C:14]([F:30])([F:29])[C:15]1[O:19][N:18]=[C:17]([C:20]2[CH:21]=[C:22]([CH:26]=[CH:27][CH:28]=2)[C:23](O)=[O:24])[N:16]=1. (6) Given the product [F:8][C:5]([CH3:7])([CH3:6])[CH:4]([NH:9][C:10]([C:12]1[C:13]2[CH2:14][C@@H:15]3[CH2:27][C@@H:16]3[C:17]=2[N:18]([C:20]2[CH:25]=[C:24]([Cl:26])[CH:23]=[CH:22][N:21]=2)[N:19]=1)=[O:11])[CH2:3][OH:2], predict the reactants needed to synthesize it. The reactants are: C[O:2][C:3](=O)[CH:4]([NH:9][C:10]([C:12]1[C:13]2[CH2:14][C@@H:15]3[CH2:27][C@@H:16]3[C:17]=2[N:18]([C:20]2[CH:25]=[C:24]([Cl:26])[CH:23]=[CH:22][N:21]=2)[N:19]=1)=[O:11])[C:5]([F:8])([CH3:7])[CH3:6].[BH4-].[Na+].Cl. (7) Given the product [C:23]([CH2:22][C:18]1[CH:17]=[C:16]([NH:15][C:28]([N:10]2[C:9]3[CH:8]=[CH:7][CH:6]=[CH:5][C:13]=3[NH:12][C:11]2=[O:14])=[O:29])[CH:21]=[CH:20][CH:19]=1)([OH:25])=[O:24], predict the reactants needed to synthesize it. The reactants are: ClC(O[C:5]1[C:13]2[NH:12][C:11]([OH:14])=[N:10][C:9]=2[CH:8]=[CH:7][CH:6]=1)=O.[NH2:15][C:16]1[CH:17]=[C:18]([CH2:22][C:23]([OH:25])=[O:24])[CH:19]=[CH:20][CH:21]=1.C1C[O:29][CH2:28]C1. (8) Given the product [OH:19][C:13]1[CH:14]=[C:15]2[C:10](=[CH:11][CH:12]=1)[O:9][CH:8]([C:4]1[CH:5]=[CH:6][CH:7]=[CH:2][C:3]=1[C:32]([F:42])([F:41])[F:31])[CH2:17][C:16]2=[O:18], predict the reactants needed to synthesize it. The reactants are: F[C:2]1[CH:3]=[C:4]([CH:8]2[CH2:17][C:16](=[O:18])[C:15]3[C:10](=[CH:11][CH:12]=[C:13]([OH:19])[CH:14]=3)[O:9]2)[CH:5]=[CH:6][CH:7]=1.OC1C=CC(O)=CC=1C(=O)C.[F:31][C:32]([F:42])([F:41])C1C=CC=CC=1C=O. (9) Given the product [CH3:13][C:14]1[N:15]([CH2:39][C:40]2[CH:45]=[CH:44][CH:43]=[CH:42][N:41]=2)[C:16](=[O:38])[C:17]([CH2:23][C:24]2[CH:25]=[CH:26][C:27]([C:30]3[CH:35]=[CH:34][CH:33]=[CH:32][C:31]=3[C:36]3[NH:3][C:4](=[O:7])[O:5][N:37]=3)=[CH:28][CH:29]=2)=[C:18]([CH2:20][CH2:21][CH3:22])[N:19]=1, predict the reactants needed to synthesize it. The reactants are: [Cl-].O[NH3+:3].[C:4](=[O:7])([O-])[OH:5].[Na+].CS(C)=O.[CH3:13][C:14]1[N:15]([CH2:39][C:40]2[CH:45]=[CH:44][CH:43]=[CH:42][N:41]=2)[C:16](=[O:38])[C:17]([CH2:23][C:24]2[CH:29]=[CH:28][C:27]([C:30]3[C:31]([C:36]#[N:37])=[CH:32][CH:33]=[CH:34][CH:35]=3)=[CH:26][CH:25]=2)=[C:18]([CH2:20][CH2:21][CH3:22])[N:19]=1.